From a dataset of Full USPTO retrosynthesis dataset with 1.9M reactions from patents (1976-2016). Predict the reactants needed to synthesize the given product. (1) Given the product [CH3:3][CH:2]([CH2:4][N:5]([S:29]([C:32]1[CH:37]=[CH:36][C:35]([NH2:38])=[CH:34][CH:33]=1)(=[O:31])=[O:30])[CH2:6][C@@H:7]([OH:28])[C@@H:8]([NH:16][C:17]([O:19][C@@H:20]1[C@@H:24]2[CH2:25][CH2:26][O:27][C@@H:23]2[O:22][CH2:21]1)=[O:18])[CH2:9][C:10]1[CH:15]=[CH:14][CH:13]=[CH:12][CH:11]=1)[CH3:1].[CH2:21]([OH:22])[CH2:20][CH2:24][CH2:25][CH3:26], predict the reactants needed to synthesize it. The reactants are: [CH3:1][CH:2]([CH2:4][N:5]([S:29]([C:32]1[CH:33]=[CH:34][C:35]([NH2:38])=[CH:36][CH:37]=1)(=[O:31])=[O:30])[CH2:6][C@@H:7]([OH:28])[C@@H:8]([NH:16][C:17]([O:19][C@@H:20]1[C@@H:24]2[CH2:25][CH2:26][O:27][C@@H:23]2[O:22][CH2:21]1)=[O:18])[CH2:9][C:10]1[CH:11]=[CH:12][CH:13]=[CH:14][CH:15]=1)[CH3:3]. (2) Given the product [Cl:1][C:2]1[CH:20]=[CH:19][C:5]([CH2:6][N:7]2[C:15]3[C:10](=[CH:11][CH:12]=[CH:13][C:14]=3[C:16]([NH:22][CH2:23][CH2:24][CH2:25][CH2:26][CH2:27][C:28]([OH:30])=[O:29])=[O:17])[CH:9]=[CH:8]2)=[CH:4][CH:3]=1, predict the reactants needed to synthesize it. The reactants are: [Cl:1][C:2]1[CH:20]=[CH:19][C:5]([CH2:6][N:7]2[C:15]3[C:10](=[CH:11][CH:12]=[CH:13][C:14]=3[C:16](O)=[O:17])[CH:9]=[CH:8]2)=[CH:4][CH:3]=1.Cl.[NH2:22][CH2:23][CH2:24][CH2:25][CH2:26][CH2:27][C:28]([O:30]C)=[O:29].C1C=CC2N(O)N=NC=2C=1.N=C=N.C(=O)([O-])[O-].[N-]=C=O. (3) Given the product [C:26]([C:30]1[CH:31]=[CH:32][C:33]([NH:36][C:21]([C:19]2[N:20]=[C:16]([CH2:15][O:14][C:13]3[CH:12]=[CH:11][C:10]([CH2:9][CH2:8][CH2:7][CH2:6][N:1]4[CH:5]=[CH:4][N:3]=[N:2]4)=[CH:25][CH:24]=3)[O:17][CH:18]=2)=[O:23])=[CH:34][CH:35]=1)([CH3:29])([CH3:27])[CH3:28], predict the reactants needed to synthesize it. The reactants are: [N:1]1([CH2:6][CH2:7][CH2:8][CH2:9][C:10]2[CH:25]=[CH:24][C:13]([O:14][CH2:15][C:16]3[O:17][CH:18]=[C:19]([C:21]([OH:23])=O)[N:20]=3)=[CH:12][CH:11]=2)[CH:5]=[CH:4][N:3]=[N:2]1.[C:26]([C:30]1[CH:35]=[CH:34][C:33]([NH2:36])=[CH:32][CH:31]=1)([CH3:29])([CH3:28])[CH3:27].